From a dataset of Forward reaction prediction with 1.9M reactions from USPTO patents (1976-2016). Predict the product of the given reaction. The product is: [F:23][C:20]1[CH:21]=[CH:22][C:17]([C:8]2[C:9]3[CH:15]=[CH:14][C:13]([CH3:16])=[N:12][C:10]=3[N:11]=[C:5]([NH:4][CH3:1])[CH:6]([C:24]3[S:25][CH:26]=[CH:27][CH:28]=3)[N:7]=2)=[CH:18][CH:19]=1. Given the reactants [CH:1]1([NH:4][C:5]2[CH:6]([C:24]3[S:25][CH:26]=[CH:27][CH:28]=3)[N:7]=[C:8]([C:17]3[CH:22]=[CH:21][C:20]([F:23])=[CH:19][CH:18]=3)[C:9]3[CH:15]=[CH:14][C:13]([CH3:16])=[N:12][C:10]=3[N:11]=2)CC1.CN, predict the reaction product.